The task is: Predict which catalyst facilitates the given reaction.. This data is from Catalyst prediction with 721,799 reactions and 888 catalyst types from USPTO. (1) Reactant: [C:1]([N:9]1[C:17]2[C:12](=[CH:13][CH:14]=[CH:15][CH:16]=2)[C:11]([C:18]([OH:20])=O)=[C:10]1[CH3:21])(=[O:8])[C:2]1[CH:7]=[CH:6][CH:5]=[CH:4][CH:3]=1.Cl.CN(C)CCCN=C=NCC.C(N(CC)CC)C.[NH2:41][CH2:42][C:43]1[C:44]([OH:51])=[N:45][C:46]([CH3:50])=[CH:47][C:48]=1[CH3:49]. Product: [C:1]([N:9]1[C:17]2[C:12](=[CH:13][CH:14]=[CH:15][CH:16]=2)[C:11]([C:18]([NH:41][CH2:42][C:43]2[C:44]([OH:51])=[N:45][C:46]([CH3:50])=[CH:47][C:48]=2[CH3:49])=[O:20])=[C:10]1[CH3:21])(=[O:8])[C:2]1[CH:3]=[CH:4][CH:5]=[CH:6][CH:7]=1. The catalyst class is: 4. (2) Reactant: [CH2:1]1[C:9]2[C:4](=[C:5]([NH:10]C(=O)C)[CH:6]=[CH:7][CH:8]=2)[CH2:3][CH2:2]1.[N+:14]([O-])([OH:16])=[O:15]. Product: [N+:14]([C:7]1[CH:6]=[C:5]([NH2:10])[C:4]2[CH2:3][CH2:2][CH2:1][C:9]=2[CH:8]=1)([O-:16])=[O:15]. The catalyst class is: 445. (3) Reactant: [H-].[Na+].[O:3]=[C:4]([CH3:13])[CH2:5][C:6]([O:8][C:9]([CH3:12])([CH3:11])[CH3:10])=[O:7].Br[CH2:15][C:16]([C:18]1[CH:23]=[CH:22][CH:21]=[CH:20][C:19]=1[N+:24]([O-:26])=[O:25])=[O:17]. Product: [C:4]([CH:5]([CH2:15][C:16]([C:18]1[CH:23]=[CH:22][CH:21]=[CH:20][C:19]=1[N+:24]([O-:26])=[O:25])=[O:17])[C:6]([O:8][C:9]([CH3:12])([CH3:11])[CH3:10])=[O:7])(=[O:3])[CH3:13]. The catalyst class is: 7. (4) Reactant: [F:1][C:2]1([F:23])[O:6][C:5]2[CH:7]=[CH:8][C:9]([NH:11][C:12](=[O:22])[C:13]3[CH:18]=[CH:17][CH:16]=[CH:15][C:14]=3[N+:19]([O-])=O)=[CH:10][C:4]=2[O:3]1. Product: [NH2:19][C:14]1[CH:15]=[CH:16][CH:17]=[CH:18][C:13]=1[C:12]([NH:11][C:9]1[CH:8]=[CH:7][C:5]2[O:6][C:2]([F:23])([F:1])[O:3][C:4]=2[CH:10]=1)=[O:22]. The catalyst class is: 50. (5) Reactant: [F:1][C:2]([F:7])([F:6])[C:3]([OH:5])=[O:4].[CH2:8]([CH:10]1[N:17](C(OC(C)(C)C)=O)[CH2:16][C:13]2([CH2:15][CH2:14]2)[NH:12][C:11]1=[O:25])[CH3:9]. Product: [F:1][C:2]([F:7])([F:6])[C:3]([OH:5])=[O:4].[CH2:8]([CH:10]1[NH:17][CH2:16][C:13]2([CH2:14][CH2:15]2)[NH:12][C:11]1=[O:25])[CH3:9]. The catalyst class is: 4. (6) Reactant: Cl[C:2]1[N:7]=[C:6]([C:8]2[CH:13]=[CH:12][CH:11]=[CH:10][CH:9]=2)[C:5]([C:14]2[CH:15]=[CH:16][C:17](=[O:23])[N:18]([CH:20]([CH3:22])[CH3:21])[N:19]=2)=[CH:4][CH:3]=1.O.[NH2:25][NH2:26]. Product: [NH:25]([C:2]1[N:7]=[C:6]([C:8]2[CH:13]=[CH:12][CH:11]=[CH:10][CH:9]=2)[C:5]([C:14]2[CH:15]=[CH:16][C:17](=[O:23])[N:18]([CH:20]([CH3:22])[CH3:21])[N:19]=2)=[CH:4][CH:3]=1)[NH2:26]. The catalyst class is: 12. (7) Reactant: [F:1][C:2]1[CH:7]=[CH:6][C:5]([N:8]2[CH:13]=[CH:12][CH:11]=[C:10]([C:14](O)=[O:15])[C:9]2=[O:17])=[CH:4][CH:3]=1.FC1C=C(NC(C2C(=O)N(C3C=CC(F)=CC=3)C=CC=2)=O)C=CC=1OC1C2=C(C)C(OCCN3CCN(C)CC3)=CN2N=CN=1.C(Cl)(=O)C([Cl:66])=O. Product: [F:1][C:2]1[CH:7]=[CH:6][C:5]([N:8]2[CH:13]=[CH:12][CH:11]=[C:10]([C:14]([Cl:66])=[O:15])[C:9]2=[O:17])=[CH:4][CH:3]=1. The catalyst class is: 3.